From a dataset of Reaction yield outcomes from USPTO patents with 853,638 reactions. Predict the reaction yield, written as a fraction of the theoretical maximum amount of product (1.0 means a 100% yield; for example, 0.34 means a 34% yield). (1) The reactants are [Br:1][C:2]1[S:6][C:5]([CH2:7][NH:8][C:9]([NH:11][C:12]([S:14][CH3:15])=[NH:13])=[O:10])=[CH:4][CH:3]=1.[CH:16](OCC)(OCC)OCC. No catalyst specified. The product is [Br:1][C:2]1[S:6][C:5]([CH2:7][N:8]2[CH:16]=[N:13][C:12]([S:14][CH3:15])=[N:11][C:9]2=[O:10])=[CH:4][CH:3]=1. The yield is 0.760. (2) The reactants are [F:1][C:2]1[CH:9]=[CH:8][C:7]([O:10][CH3:11])=[CH:6][C:3]=1[CH:4]=O.[S:12]1[CH2:18][C:16](=[O:17])[NH:15][C:13]1=[S:14].C(O)(=O)C. The catalyst is C1(C)C=CC=CC=1.C([O-])(=O)C.[NH4+]. The product is [F:1][C:2]1[CH:9]=[CH:8][C:7]([O:10][CH3:11])=[CH:6][C:3]=1[CH:4]=[C:18]1[S:12][C:13](=[S:14])[NH:15][C:16]1=[O:17]. The yield is 0.910. (3) The reactants are [C:1]([O:5][C:6]([N:8]1[CH2:13][CH2:12][CH:11]([CH2:14][C:15]([OH:17])=O)[CH2:10][CH2:9]1)=[O:7])([CH3:4])([CH3:3])[CH3:2].[NH2:18][C:19]1[CH:24]=[CH:23][C:22]([Br:25])=[CH:21][C:20]=1[OH:26].C(Cl)CCl. The catalyst is C(#N)C. The product is [Br:25][C:22]1[CH:23]=[CH:24][C:19]([NH:18][C:15](=[O:17])[CH2:14][CH:11]2[CH2:10][CH2:9][N:8]([C:6]([O:5][C:1]([CH3:2])([CH3:3])[CH3:4])=[O:7])[CH2:13][CH2:12]2)=[C:20]([OH:26])[CH:21]=1. The yield is 0.470. (4) The yield is 0.847. The product is [CH2:22]([C:13]([CH3:19])([CH2:12][C:11]1[N:7]([C:1]2[CH:2]=[CH:3][CH:4]=[CH:5][CH:6]=2)[C:8]([CH3:20])=[CH:9][CH:10]=1)[C:14]([OH:16])=[O:15])[CH3:23]. The reactants are [C:1]1([N:7]2[C:11]([CH2:12][CH:13]([CH3:19])[C:14]([O:16]CC)=[O:15])=[CH:10][CH:9]=[C:8]2[CH3:20])[CH:6]=[CH:5][CH:4]=[CH:3][CH:2]=1.Cl.[CH3:22][CH2:23]CCC. The catalyst is CCOCC.